Dataset: Experimentally validated miRNA-target interactions with 360,000+ pairs, plus equal number of negative samples. Task: Binary Classification. Given a miRNA mature sequence and a target amino acid sequence, predict their likelihood of interaction. (1) The miRNA is hsa-miR-4668-3p with sequence GAAAAUCCUUUUUGUUUUUCCAG. The protein sequence of the target gene is MSEETATSDNDNSYARVRAVVMTRDDSSGGWLPLGGSGLSSVTVFKVPHQEENGCADFFIRGERLRDKMVVLECMLKKDLIYNKVTPTFHHWKIDDKKFGLTFQSPADARAFDRGIRRAIEDISQGCPESKNEAEGADDLQANEEDSSSSLVKDHLFQQETVVTSEPYRSSNIRPSPFEDLNARRVYMQSQANQITFGQPGLDIQSRSMEYVQRQISKECGSLKSQNRVPLKSIRHVSFQDEDEIVRINPRDILIRRYADYRHPDMWKNDLERDDADSSIQFSKPDSKKSDYLYSCGDET.... Result: 1 (interaction). (2) The miRNA is mmu-miR-190a-5p with sequence UGAUAUGUUUGAUAUAUUAGGU. The protein sequence of the target gene is MTEKMSSFLYIGDIVSLYAEGSVNGFISTLGLVDDRCVVHPEAGDLANPPKKFRDCLFKVCPMNRYSAQKQYWKAKQAKQGNHTEAALLKKLQHAAELEQKQNESENKKLLGEIVKYSNVIQLLHIKSNKYLTVNKRLPALLEKNAMRVSLDAAGNEGSWFYIHPFWKLRSEGDNIVVGDKVVLMPVNAGQPLHASNIELLDNPGCKEVNAVNCNTSWKITLFMKYSSYREDVLKGGDVVRLFHAEQEKFLTCDEYEKKQHIFLRTTLRQSATSATSSKALWEIEVVHHDPCRGGAGQWN.... Result: 0 (no interaction). (3) The miRNA is hsa-miR-8068 with sequence UGUUUGUUGUAAGGAUCGUUGU. The protein sequence of the target gene is MVMAYFVENFWGEKNSGFDVLYHNMKHGQISTKELADFVRERATIEEAYSRSMTKLAKSASNYSQLGTFAPVWDVFKTSTEKLANCHLDLVRKLQELIKEVQKYGEEQVKSHKKTKEEVAGTLEAVQTIQSITQALQKSKENYNAKCVEQERLKKEGATQREIEKAAVKSKKATDTYKLYVEKYALAKADFEQKMTETAQKFQDIEETHLIHIKEIIGSLSNAIKEIHLQIGQVHEEFINNMANTTVESLIQKFAESKGTGKERPGLIEFEECDTASAVEGIKPRKRKTFALPGIIKKEK.... Result: 1 (interaction). (4) The miRNA is hsa-miR-3677-5p with sequence CAGUGGCCAGAGCCCUGCAGUG. The protein sequence of the target gene is MERCPSLGVTLYALVVVLGLRAAPAGGQHYLHIRPAPSDNLPLVDLIEHPDPIFDPKEKDLNETLLRSLLGGHYDPGFMATSPPEDRPGGGGGPAGGAEDLAELDQLLRQRPSGAMPSEIKGLEFSEGLAQGKKQRLSKKLRRKLQMWLWSQTFCPVLYAWNDLGSRFWPRYVKVGSCFSKRSCSVPEGMVCKPSKSVHLTVLRWRCQRRGGQRCGWIPIQYPIISECKCSC. Result: 0 (no interaction). (5) The miRNA is hsa-miR-1253 with sequence AGAGAAGAAGAUCAGCCUGCA. The protein sequence of the target gene is MEPPAAKRSRGCPAGPEERDAGAGAARGRGRPEALLDLSAKRVAESWAFEQVEERFSRVPEPVQKRIVFWSFPRSEREICMYSSLGYPPPEGEHDARVPFTRGLHLLQSGAVDRVLQVGFHLSGNIREPGSPGEPERLYHVSISFDRCKITSVSCGCDNRDLFYCAHVVALSLYRIRHAHQVELRLPISETLSQMNRDQLQKFVQYLISAHHTEVLPTAQRLADEILLLGSEINLVNGAPDPTAGAGIEDANCWHLDEEQIQEQVKQLLSNGGYYGASQQLRSMFSKVREMLRMRDSNGA.... Result: 1 (interaction). (6) The miRNA is hsa-miR-3157-5p with sequence UUCAGCCAGGCUAGUGCAGUCU. The protein sequence of the target gene is MEPCELQNELVSAEGRNRKAVLCQRCGSRVLQPGTALFSRRQLFLPSMRKKPDLADGSNPDGDLLQEHWLVNDMFTFENVGFTKDVGNIKFLVCADCEIGPIGWHCLDDKNSFYVALERVSHE. Result: 0 (no interaction). (7) The miRNA is rno-let-7c-5p with sequence UGAGGUAGUAGGUUGUAUGGUU. The protein sequence of the target gene is MAASISGYTFSAVCFHSANSNADHEGFLLGEVRQEETFSISDSQISNTEFLQVIEIHNHQPCSKLFSFYDYASKVNEESLDRILKDRRKKVIGWYRFRRNTQQQMSYREQVLHKQLTRILGVPDLVFLLFSFISTANNSTHALEYVLFRPNRRYNQRISLAIPNLGNTSQQEYKVSSVPNTSQSYAKVIKEHGTDFFDKDGVMKDIRAIYQVYNALQEKVQAVCADVEKSERVVESCQAEVNKLRRQITQRKNEKEQERRLQQAVLSRQMPSESLDPAFSPRMPSSGFAAEGRSTLGDAE.... Result: 0 (no interaction). (8) The miRNA is hsa-miR-655-5p with sequence AGAGGUUAUCCGUGUUAUGUUC. The protein sequence of the target gene is MAEMGSKGVTAGKIASNVQKKLTRAQEKVLQKLGKADETKDEQFEQCVQNFNKQLTEGTRLQKDLRTYLASVKAMHEASKKLNECLQEVYEPDWPGRDEANKIAENNDLLWMDYHQKLVDQALLTMDTYLGQFPDIKSRIAKRGRKLVDYDSARHHYESLQTAKKKDEAKIAKPVSLLEKAAPQWCQGKLQAHLVAQTNLLRNQAEEELIKAQKVFEEMNVDLQEELPSLWNSRVGFYVNTFQSIAGLEENFHKEMSKLNQNLNDVLVGLEKQHGSNTFTVKAQPSDNAPAKGNKSPSPP.... Result: 0 (no interaction). (9) The miRNA is hsa-miR-6818-3p with sequence UUGUCUCUUGUUCCUCACACAG. The protein sequence of the target gene is MAWPCISRLCCLARRWNQLDRSDVAVPLTLHGYSDLDSEEPGTGGAASRRGQPPAGARDSGRDVPLTQYQRDFGLWTTPAGPKDPPPGRGPGAGGRRGKSSAQSSAPPAPGARGVYVLPIGDADAAAAVTTSYRQEFQAWTGVKPSRSTKTKPARVITTHTSGWDSSPGAGFQVPEVRKKFTPNPSAIFQASAPRILNV. Result: 0 (no interaction).